Dataset: Full USPTO retrosynthesis dataset with 1.9M reactions from patents (1976-2016). Task: Predict the reactants needed to synthesize the given product. Given the product [F:1][C:2]1[CH:7]=[CH:6][C:5]([CH2:8][O:9][C:10]2[CH:26]=[CH:25][C:24]([C:27]3[CH:28]=[N:29][N:30]([CH3:32])[CH:31]=3)=[CH:23][C:11]=2[C:12]([OH:14])=[O:13])=[CH:4][CH:3]=1, predict the reactants needed to synthesize it. The reactants are: [F:1][C:2]1[CH:7]=[CH:6][C:5]([CH2:8][O:9][C:10]2[CH:26]=[CH:25][C:24]([C:27]3[CH:28]=[N:29][N:30]([CH3:32])[CH:31]=3)=[CH:23][C:11]=2[C:12]([O:14]CC2C=CC(F)=CC=2)=[O:13])=[CH:4][CH:3]=1.[Li+].[OH-].